From a dataset of Forward reaction prediction with 1.9M reactions from USPTO patents (1976-2016). Predict the product of the given reaction. (1) Given the reactants Cl.[NH2:2][C@@H:3]([CH2:21][C:22]1[CH:27]=[C:26]([F:28])[CH:25]=[C:24]([F:29])[CH:23]=1)[C@H:4]([OH:20])[CH2:5][NH:6][C:7]1([C:10]2[CH:15]=[CH:14][CH:13]=[C:12]([C:16]([F:19])([F:18])[F:17])[CH:11]=2)[CH2:9][CH2:8]1.[CH3:30][N:31]([S:53]([CH3:56])(=[O:55])=[O:54])[C:32]1[CH:33]=[C:34]([C:50](O)=[O:51])[C:35]2[CH2:36][CH2:37][N:38]([CH:43]([CH2:47][CH2:48][CH3:49])[CH2:44][CH2:45][CH3:46])[C:39](=[O:42])[C:40]=2[CH:41]=1.OC1C2N=NNC=2C=CC=1.Cl.CN(C)CCCN=C=NCC.C(N(CC)C(C)C)(C)C, predict the reaction product. The product is: [F:29][C:24]1[CH:23]=[C:22]([CH:27]=[C:26]([F:28])[CH:25]=1)[CH2:21][C@H:3]([NH:2][C:50]([C:34]1[C:35]2[CH2:36][CH2:37][N:38]([CH:43]([CH2:47][CH2:48][CH3:49])[CH2:44][CH2:45][CH3:46])[C:39](=[O:42])[C:40]=2[CH:41]=[C:32]([N:31]([CH3:30])[S:53]([CH3:56])(=[O:55])=[O:54])[CH:33]=1)=[O:51])[C@H:4]([OH:20])[CH2:5][NH:6][C:7]1([C:10]2[CH:15]=[CH:14][CH:13]=[C:12]([C:16]([F:17])([F:18])[F:19])[CH:11]=2)[CH2:9][CH2:8]1. (2) The product is: [NH:36]1[C:40]([C:2]2[CH:3]=[C:4]([C:8]3[CH:13]=[CH:12][CH:11]=[C:10]([CH2:14][CH2:15][CH2:16][C:17]4[N:21]([CH2:22][CH3:23])[C:20](=[O:24])[N:19]([CH2:25][C:26]5[CH:27]=[CH:28][C:29]([C:32]([CH3:33])([CH3:35])[CH3:34])=[CH:30][CH:31]=5)[N:18]=4)[CH:9]=3)[CH:5]=[CH:6][CH:7]=2)=[N:39][N:38]=[N:37]1. Given the reactants Br[C:2]1[CH:3]=[C:4]([C:8]2[CH:13]=[CH:12][CH:11]=[C:10]([CH2:14][CH2:15][CH2:16][C:17]3[N:21]([CH2:22][CH3:23])[C:20](=[O:24])[N:19]([CH2:25][C:26]4[CH:31]=[CH:30][C:29]([C:32]([CH3:35])([CH3:34])[CH3:33])=[CH:28][CH:27]=4)[N:18]=3)[CH:9]=2)[CH:5]=[CH:6][CH:7]=1.[NH:36]1[C:40](C2C=C(B(O)O)C=CC=2)=[N:39][N:38]=[N:37]1.[O-]P([O-])([O-])=O.[K+].[K+].[K+].C1(P(C2CCCCC2)C2C=CC=CC=2C2C(OC)=CC=CC=2OC)CCCCC1, predict the reaction product. (3) Given the reactants [Br:1][C:2]1[C:3]([Cl:38])=[CH:4][C:5]([O:36][CH3:37])=[C:6]([CH:35]=1)[CH2:7][N:8](CC1C=CC(OC)=CC=1OC)[C:9]([CH:11]1[CH2:16][CH2:15][N:14](C(OC(C)(C)C)=O)[CH2:13][CH2:12]1)=[O:10], predict the reaction product. The product is: [Br:1][C:2]1[C:3]([Cl:38])=[CH:4][C:5]([O:36][CH3:37])=[C:6]([CH:35]=1)[CH2:7][NH:8][C:9]([CH:11]1[CH2:12][CH2:13][NH:14][CH2:15][CH2:16]1)=[O:10]. (4) The product is: [NH2:29][C:30]1[N:31]=[CH:32][C:33]([C:34]([N:3]2[CH2:4][CH2:5][O:6][CH2:7][C@H:2]2[CH3:1])=[O:35])=[CH:37][CH:38]=1. Given the reactants [CH3:1][C@@H:2]1[CH2:7][O:6][CH2:5][CH2:4][NH:3]1.C(N=C=NCCCN(C)C)C.OC1C2N=NNC=2C=CC=1.[NH2:29][C:30]1[CH:38]=[CH:37][C:33]([C:34](O)=[O:35])=[CH:32][N:31]=1, predict the reaction product. (5) Given the reactants C([O-])(O)=O.[Na+].[N+:6]([C:9]1[CH:10]=[CH:11][C:12]2[NH:16][S:15](=[O:18])(=[O:17])[CH2:14][C:13]=2[CH:19]=1)([O-:8])=[O:7].Br[CH2:21][CH2:22][F:23], predict the reaction product. The product is: [F:23][CH2:22][CH2:21][N:16]1[C:12]2[CH:11]=[CH:10][C:9]([N+:6]([O-:8])=[O:7])=[CH:19][C:13]=2[CH2:14][S:15]1(=[O:18])=[O:17]. (6) Given the reactants [Cl:1][C:2]1[CH:3]=[C:4]([C:9]23[CH:14]([CH:15]=O)[CH:13]2[CH2:12][N:11]([C:17]([O:19][C:20]([CH3:23])([CH3:22])[CH3:21])=[O:18])[CH2:10]3)[CH:5]=[CH:6][C:7]=1[Cl:8].C1(=O)NC(=O)C=C1.ClC1C=C(C=CC=1Cl)N.N1C=CC=CC=1.Cl.[CH3:47][O:48][NH2:49], predict the reaction product. The product is: [Cl:1][C:2]1[CH:3]=[C:4]([C:9]23[CH:14]([CH:15]=[N:49][O:48][CH3:47])[CH:13]2[CH2:12][N:11]([C:17]([O:19][C:20]([CH3:23])([CH3:21])[CH3:22])=[O:18])[CH2:10]3)[CH:5]=[CH:6][C:7]=1[Cl:8].